This data is from Reaction yield outcomes from USPTO patents with 853,638 reactions. The task is: Predict the reaction yield, written as a fraction of the theoretical maximum amount of product (1.0 means a 100% yield; for example, 0.34 means a 34% yield). (1) The reactants are C([Li])CCC.[Br:6][C:7]1[CH:8]=[N:9][CH:10]=[CH:11][CH:12]=1.[CH3:13][C:14]([CH3:16])=[O:15].C(OC(=O)C)C. The catalyst is C1COCC1.CCCCCC. The product is [Br:6][C:7]1[CH:8]=[N:9][CH:10]=[CH:11][C:12]=1[C:14]([OH:15])([CH3:16])[CH3:13]. The yield is 0.110. (2) The reactants are [H-].[Na+].[CH3:3][CH:4]([OH:6])[CH3:5].[Cl:7][C:8]1[N:9]=[C:10](Cl)[C:11]2[C:16]([I:17])=[CH:15][N:14]([CH2:18][O:19][CH2:20][CH2:21][Si:22]([CH3:25])([CH3:24])[CH3:23])[C:12]=2[N:13]=1. The catalyst is C1COCC1. The product is [Cl:7][C:8]1[N:9]=[C:10]([O:6][CH:4]([CH3:5])[CH3:3])[C:11]2[C:16]([I:17])=[CH:15][N:14]([CH2:18][O:19][CH2:20][CH2:21][Si:22]([CH3:25])([CH3:24])[CH3:23])[C:12]=2[N:13]=1. The yield is 0.810. (3) The reactants are [F:1][C:2]([F:20])([F:19])[CH2:3][NH:4][CH2:5][CH2:6][O:7][N:8]1C(=O)C2C(=CC=CC=2)C1=O.CNN.FC1C(O[C:32](=[O:50])[C:33]2[CH:38]=[CH:37][C:36]([F:39])=[C:35]([F:40])[C:34]=2[NH:41][C:42]2[CH:47]=[CH:46][C:45]([I:48])=[CH:44][C:43]=2[CH3:49])=C(F)C(F)=C(F)C=1F.C(N(C(C)C)CC)(C)C. The catalyst is C(OCC)(=O)C.CCOCC.ClCCl. The product is [F:40][C:35]1[C:34]([NH:41][C:42]2[CH:47]=[CH:46][C:45]([I:48])=[CH:44][C:43]=2[CH3:49])=[C:33]([CH:38]=[CH:37][C:36]=1[F:39])[C:32]([NH:8][O:7][CH2:6][CH2:5][NH:4][CH2:3][C:2]([F:20])([F:19])[F:1])=[O:50]. The yield is 0.830. (4) The reactants are [CH:1]1([C:6]([N:8]2[CH2:14][CH2:13][C:12]3[CH:15]=[C:16]([O:19][CH2:20][CH2:21][CH2:22][N:23]4[CH2:28][CH2:27][CH2:26][CH2:25][CH2:24]4)[CH:17]=[CH:18][C:11]=3[CH2:10][CH2:9]2)=O)[CH2:5][CH2:4][CH2:3][CH2:2]1.[H-].[Al+3].[Li+].[H-].[H-].[H-]. The catalyst is C1COCC1. The product is [CH:1]1([CH2:6][N:8]2[CH2:14][CH2:13][C:12]3[CH:15]=[C:16]([O:19][CH2:20][CH2:21][CH2:22][N:23]4[CH2:24][CH2:25][CH2:26][CH2:27][CH2:28]4)[CH:17]=[CH:18][C:11]=3[CH2:10][CH2:9]2)[CH2:2][CH2:3][CH2:4][CH2:5]1. The yield is 0.810. (5) The reactants are [CH3:1][O:2][C:3]1[CH:8]=[CH:7][C:6]([CH2:9][C:10]([OH:12])=O)=[CH:5][CH:4]=1.[CH3:13][C:14]1[N:15]=[CH:16][N:17]([C:19]2[S:20][CH:21]=[CH:22][C:23]=2[NH2:24])[CH:18]=1. The yield is 0.0600. The product is [CH3:1][O:2][C:3]1[CH:4]=[CH:5][C:6]([CH2:9][C:10]([NH:24][C:23]2[CH:22]=[CH:21][S:20][C:19]=2[N:17]2[CH:18]=[C:14]([CH3:13])[N:15]=[CH:16]2)=[O:12])=[CH:7][CH:8]=1. No catalyst specified.